Dataset: NCI-60 drug combinations with 297,098 pairs across 59 cell lines. Task: Regression. Given two drug SMILES strings and cell line genomic features, predict the synergy score measuring deviation from expected non-interaction effect. (1) Drug 1: CC1C(C(CC(O1)OC2CC(CC3=C2C(=C4C(=C3O)C(=O)C5=C(C4=O)C(=CC=C5)OC)O)(C(=O)C)O)N)O.Cl. Drug 2: CC1C(C(=O)NC(C(=O)N2CCCC2C(=O)N(CC(=O)N(C(C(=O)O1)C(C)C)C)C)C(C)C)NC(=O)C3=C4C(=C(C=C3)C)OC5=C(C(=O)C(=C(C5=N4)C(=O)NC6C(OC(=O)C(N(C(=O)CN(C(=O)C7CCCN7C(=O)C(NC6=O)C(C)C)C)C)C(C)C)C)N)C. Cell line: SK-MEL-28. Synergy scores: CSS=7.54, Synergy_ZIP=-2.21, Synergy_Bliss=7.96, Synergy_Loewe=6.34, Synergy_HSA=5.98. (2) Drug 1: C1CCC(C(C1)N)N.C(=O)(C(=O)[O-])[O-].[Pt+4]. Drug 2: COCCOC1=C(C=C2C(=C1)C(=NC=N2)NC3=CC=CC(=C3)C#C)OCCOC.Cl. Cell line: UACC-257. Synergy scores: CSS=11.2, Synergy_ZIP=-5.79, Synergy_Bliss=-1.76, Synergy_Loewe=-0.542, Synergy_HSA=-0.371. (3) Drug 1: COC1=CC(=CC(=C1O)OC)C2C3C(COC3=O)C(C4=CC5=C(C=C24)OCO5)OC6C(C(C7C(O6)COC(O7)C8=CC=CS8)O)O. Drug 2: CC1C(C(CC(O1)OC2CC(CC3=C2C(=C4C(=C3O)C(=O)C5=CC=CC=C5C4=O)O)(C(=O)C)O)N)O. Cell line: IGROV1. Synergy scores: CSS=42.3, Synergy_ZIP=-10.0, Synergy_Bliss=-15.4, Synergy_Loewe=-12.7, Synergy_HSA=-11.4. (4) Drug 1: C1C(C(OC1N2C=NC3=C(N=C(N=C32)Cl)N)CO)O. Drug 2: CC1=C(C=C(C=C1)NC(=O)C2=CC=C(C=C2)CN3CCN(CC3)C)NC4=NC=CC(=N4)C5=CN=CC=C5. Cell line: A549. Synergy scores: CSS=1.83, Synergy_ZIP=1.53, Synergy_Bliss=7.20, Synergy_Loewe=-18.1, Synergy_HSA=3.24.